From a dataset of Full USPTO retrosynthesis dataset with 1.9M reactions from patents (1976-2016). Predict the reactants needed to synthesize the given product. (1) Given the product [Br:19][C:14]1[CH:15]=[C:16]2[C:11](=[CH:12][CH:13]=1)[N:10]=[CH:9][N:8]([C:6]1[CH:7]=[C:2]([NH:1][C:41](=[O:52])[C:42]3[CH:47]=[CH:46][CH:45]=[C:44]([C:60]([C:61]#[N:62])([CH3:59])[CH3:65])[CH:43]=3)[CH:3]=[CH:4][C:5]=1[CH3:20])[C:17]2=[O:18], predict the reactants needed to synthesize it. The reactants are: [NH2:1][C:2]1[CH:3]=[CH:4][C:5]([CH3:20])=[C:6]([N:8]2[C:17](=[O:18])[C:16]3[C:11](=[CH:12][CH:13]=[C:14]([Br:19])[CH:15]=3)[N:10]=[CH:9]2)[CH:7]=1.Br[C:44]1[CH:43]=[C:42]2[C:47](=[CH:46][CH:45]=1)N=C(C)N(C1C=C(N[C:41](=[O:52])[C:42]3[CH:47]=[CH:46][CH:45]=[C:44](C(F)(F)F)[CH:43]=3)C=CC=1C)[C:41]2=[O:52].CCN=C=N[CH2:59][CH2:60][CH2:61][N:62](C)C.[CH:65]1C=CC2N(O)N=NC=2C=1.C(N(C(C)C)CC)(C)C. (2) Given the product [CH3:1][O:2][C:3]1[CH:8]=[CH:7][C:6]([C@@H:9]([NH:11][C:32](=[O:34])[CH2:31][C:30](=[O:33])[CH3:29])[CH3:10])=[CH:5][CH:4]=1, predict the reactants needed to synthesize it. The reactants are: [CH3:1][O:2][C:3]1[CH:8]=[CH:7][C:6]([C@@H:9]([NH2:11])[CH3:10])=[CH:5][CH:4]=1.CC(NP(OC1C=CC(Cl)=CC=1Cl)(OC)=S)C.[CH2:29]=[C:30]1[O:33][C:32](=[O:34])[CH2:31]1. (3) Given the product [C:1]([O:5][C:6]([NH:8][C@@H:9]([CH2:14][C:15]1[CH:16]=[CH:17][CH:18]=[CH:19][CH:20]=1)[C@@H:10]([OH:13])[CH2:11][O:12][S:22]([CH3:21])(=[O:24])=[O:23])=[O:7])([CH3:4])([CH3:2])[CH3:3], predict the reactants needed to synthesize it. The reactants are: [C:1]([O:5][C:6]([NH:8][C@@H:9]([CH2:14][C:15]1[CH:20]=[CH:19][CH:18]=[CH:17][CH:16]=1)[C@@H:10]([OH:13])[CH2:11][OH:12])=[O:7])([CH3:4])([CH3:3])[CH3:2].[CH3:21][S:22](Cl)(=[O:24])=[O:23].C(N(CC)CC)C.CCCCCCC.